This data is from Reaction yield outcomes from USPTO patents with 853,638 reactions. The task is: Predict the reaction yield, written as a fraction of the theoretical maximum amount of product (1.0 means a 100% yield; for example, 0.34 means a 34% yield). (1) The reactants are [C:1]([C:5]1[CH:10]=[CH:9][C:8]([OH:11])=[CH:7][CH:6]=1)([CH3:4])([CH3:3])[CH3:2].[H-].[Na+].[CH2:14](Br)[C:15]#[CH:16]. The catalyst is CN(C=O)C. The product is [C:1]([C:5]1[CH:6]=[CH:7][C:8]([O:11][CH2:16][C:15]#[CH:14])=[CH:9][CH:10]=1)([CH3:4])([CH3:2])[CH3:3]. The yield is 0.576. (2) The reactants are Br[C:2]1[CH:10]=[CH:9][CH:8]=[C:7]2[C:3]=1[CH:4]=[C:5]([CH3:11])[NH:6]2.[CH3:12][N:13]1C(=O)CCC1. The catalyst is [C-]#N.[C-]#N.[Zn+2].[Zn].C1C=CC(P(C2C=CC=CC=2)[C-]2C=CC=C2)=CC=1.C1C=CC(P(C2C=CC=CC=2)[C-]2C=CC=C2)=CC=1.[Fe+2].C1C=CC(/C=C/C(/C=C/C2C=CC=CC=2)=O)=CC=1.C1C=CC(/C=C/C(/C=C/C2C=CC=CC=2)=O)=CC=1.C1C=CC(/C=C/C(/C=C/C2C=CC=CC=2)=O)=CC=1.[Pd].[Pd]. The product is [CH3:11][C:5]1[NH:6][C:7]2[CH:8]=[CH:9][CH:10]=[C:2]([C:12]#[N:13])[C:3]=2[CH:4]=1. The yield is 0.960. (3) The product is [CH3:1][CH2:2][N:3]([C:21]([CH3:23])=[O:22])[C:4]1[CH:5]=[CH:6][CH:7]=[C:8]([C:10]2[N:15]3[N:16]=[CH:17][C:18]([C:19]#[N:20])=[C:14]3[N:13]=[CH:12][CH:11]=2)[CH:9]=1.[S:24]([O-:28])([O-:27])(=[O:26])=[O:25]. The reactants are [CH3:1][CH2:2][N:3]([C:21]([CH3:23])=[O:22])[C:4]1[CH:5]=[CH:6][CH:7]=[C:8]([C:10]2[N:15]3[N:16]=[CH:17][C:18]([C:19]#[N:20])=[C:14]3[N:13]=[CH:12][CH:11]=2)[CH:9]=1.[S:24](=[O:28])(=[O:27])([OH:26])[OH:25].C(OCC)C. The catalyst is ClCCl. The yield is 0.780. (4) The reactants are [CH3:1][O:2][C:3]1[CH:4]=[C:5]([CH:35]=[CH:36][C:37]=1[O:38][CH3:39])[CH2:6][NH:7][C:8]1[N:13]2[N:14]=[C:15]([C:17]3[O:18][CH:19]=[CH:20][CH:21]=3)[N:16]=[C:12]2[CH:11]=[C:10]([Sn](CCCC)(CCCC)CCCC)[N:9]=1.[C:40](Cl)(=[O:47])[C:41]1[CH:46]=[CH:45][CH:44]=[CH:43][CH:42]=1.C(=O)(O)[O-].[Na+].CCCCCC. The catalyst is C1COCC1.C(OCC)(=O)C. The product is [C:40]([C:10]1[N:9]=[C:8]([NH:7][CH2:6][C:5]2[CH:35]=[CH:36][C:37]([O:38][CH3:39])=[C:3]([O:2][CH3:1])[CH:4]=2)[N:13]2[N:14]=[C:15]([C:17]3[O:18][CH:19]=[CH:20][CH:21]=3)[N:16]=[C:12]2[CH:11]=1)(=[O:47])[C:41]1[CH:46]=[CH:45][CH:44]=[CH:43][CH:42]=1. The yield is 0.790.